This data is from Full USPTO retrosynthesis dataset with 1.9M reactions from patents (1976-2016). The task is: Predict the reactants needed to synthesize the given product. (1) Given the product [N:19]1[CH:20]=[CH:21][CH:22]=[CH:23][C:18]=1[N:16]1[C:4](=[O:15])[C:5]([N:10]2[CH:14]=[CH:13][N:12]=[N:11]2)=[CH:6][NH:7]1, predict the reactants needed to synthesize it. The reactants are: C(O[C:4](=[O:15])[C:5]([N:10]1[CH:14]=[CH:13][N:12]=[N:11]1)=[CH:6][N:7](C)C)C.[NH:16]([C:18]1[CH:23]=[CH:22][CH:21]=[CH:20][N:19]=1)N.C12(CS(O)(=O)=O)C(C)(C)C(CC1)CC2=O. (2) Given the product [F:18][C:2]1([F:1])[CH2:6][N:5]([C:7]([O:9][C:10]([CH3:11])([CH3:12])[CH3:13])=[O:8])[C@@H:4]([CH2:14][CH2:15][CH:16]=[O:17])[CH2:3]1, predict the reactants needed to synthesize it. The reactants are: [F:1][C:2]1([F:18])[CH2:6][N:5]([C:7]([O:9][C:10]([CH3:13])([CH3:12])[CH3:11])=[O:8])[C@@H:4]([CH2:14][CH2:15][CH2:16][OH:17])[CH2:3]1.CC(OI1(OC(C)=O)(OC(C)=O)OC(=O)C2C=CC=CC1=2)=O.